From a dataset of Forward reaction prediction with 1.9M reactions from USPTO patents (1976-2016). Predict the product of the given reaction. (1) Given the reactants [OH:1][C@H:2]1[C:10]2[C:5](=[CH:6][CH:7]=[CH:8][CH:9]=2)[CH2:4][C@:3]1([CH2:20][C:21]1[CH:31]=[CH:30][C:24]([C:25]([O:27][CH2:28][CH3:29])=[O:26])=[CH:23][CH:22]=1)[C:11]1[CH2:12][C:13]2[C:18]([CH:19]=1)=[CH:17][CH:16]=[CH:15][CH:14]=2.C1CCC(N=C=NC2CCCCC2)CC1.C([NH:64][C@H:65]([C:70](O)=[O:71])[CH2:66][CH:67]([CH3:69])[CH3:68])(OCC1C2C(=CC=CC=2)C2C1=CC=CC=2)=O, predict the reaction product. The product is: [NH2:64][C@@H:65]([CH2:66][CH:67]([CH3:69])[CH3:68])[C:70]([O:1][C@H:2]1[C:10]2[C:5](=[CH:6][CH:7]=[CH:8][CH:9]=2)[CH2:4][C@:3]1([CH2:20][C:21]1[CH:31]=[CH:30][C:24]([C:25]([O:27][CH2:28][CH3:29])=[O:26])=[CH:23][CH:22]=1)[C:11]1[CH2:12][C:13]2[C:18]([CH:19]=1)=[CH:17][CH:16]=[CH:15][CH:14]=2)=[O:71]. (2) Given the reactants [NH2:1][C:2]1[N:7]=[CH:6][C:5]([C:8]2[CH:16]=[CH:15][C:11]([C:12]([OH:14])=O)=[CH:10][CH:9]=2)=[CH:4][C:3]=1[O:17][CH2:18][C:19]1[C:24]([Cl:25])=[CH:23][CH:22]=[CH:21][C:20]=1[Cl:26].[N:27]1([CH2:32][C@H:33]2[CH2:37][CH2:36][CH2:35][NH:34]2)[CH2:31][CH2:30][CH2:29][CH2:28]1, predict the reaction product. The product is: [NH2:1][C:2]1[N:7]=[CH:6][C:5]([C:8]2[CH:9]=[CH:10][C:11]([C:12]([N:34]3[CH2:35][CH2:36][CH2:37][C@@H:33]3[CH2:32][N:27]3[CH2:31][CH2:30][CH2:29][CH2:28]3)=[O:14])=[CH:15][CH:16]=2)=[CH:4][C:3]=1[O:17][CH2:18][C:19]1[C:20]([Cl:26])=[CH:21][CH:22]=[CH:23][C:24]=1[Cl:25]. (3) The product is: [OH:1][CH2:2][C:3]1[CH:4]=[C:5]([CH2:9][CH2:10][CH2:11][OH:12])[CH:6]=[CH:7][CH:8]=1. Given the reactants [OH:1][CH2:2][C:3]1[CH:4]=[C:5]([C:9]#[C:10][CH2:11][OH:12])[CH:6]=[CH:7][CH:8]=1, predict the reaction product. (4) Given the reactants CS(O)(=O)=O.[NH2:6][C:7]1[CH:21]=[CH:20][CH:19]=[CH:18][C:8]=1[C:9]([C:11]1[CH:16]=[CH:15][C:14]([F:17])=[CH:13][CH:12]=1)=[O:10].[OH-].[Na+], predict the reaction product. The product is: [NH2:6][C:7]1[CH:21]=[CH:20][CH:19]=[CH:18][C:8]=1[C:9]([C:11]1[CH:16]=[CH:15][C:14]([F:17])=[CH:13][CH:12]=1)=[O:10]. (5) Given the reactants Br[C:2]1[C:7]([C:8]([F:11])([F:10])[F:9])=[CH:6][C:5]([NH:12][C:13]2[N:17]=[C:16]([NH2:18])[NH:15][N:14]=2)=[CH:4][C:3]=1[Cl:19].CN1C(C)(C)CC(SC2C=CC(B3OC(C)(C)C(C)(C)O3)=CC=2)CC1(C)C.[CH3:47][O:48][C:49]1[CH:54]=[CH:53][C:52](B(O)O)=[CH:51][C:50]=1[C:58]([F:61])([F:60])[F:59].C(=O)([O-])[O-].[Na+].[Na+], predict the reaction product. The product is: [Cl:19][C:3]1[C:2]([C:52]2[CH:53]=[CH:54][C:49]([O:48][CH3:47])=[C:50]([C:58]([F:59])([F:61])[F:60])[CH:51]=2)=[C:7]([C:8]([F:11])([F:10])[F:9])[CH:6]=[C:5]([NH:12][C:13]2[N:17]=[C:16]([NH2:18])[NH:15][N:14]=2)[CH:4]=1. (6) Given the reactants [Br:1][C:2]1[C:3]([C:10]([F:13])([F:12])[F:11])=[C:4]([CH:7]=[CH:8][CH:9]=1)[C:5]#[N:6].C(=O)(O)[O-].[Na+].Cl.[NH2:20][OH:21], predict the reaction product. The product is: [Br:1][C:2]1[C:3]([C:10]([F:11])([F:12])[F:13])=[C:4]([C:5](=[NH:6])[NH:20][OH:21])[CH:7]=[CH:8][CH:9]=1. (7) Given the reactants [C:1]([O:5][C:6](=[O:28])[CH2:7][CH2:8][C:9]1[CH:14]=[CH:13][C:12]([OH:15])=[CH:11][C:10]=1[CH2:16][N:17]1[C:25](=[O:26])[C:24]2[C:19](=[CH:20][CH:21]=[CH:22][CH:23]=2)[C:18]1=[O:27])([CH3:4])([CH3:3])[CH3:2].[CH3:29][C:30]1[O:34][C:33]([C:35]2[CH:40]=[CH:39][CH:38]=[CH:37][CH:36]=2)=[N:32][C:31]=1[CH2:41][CH2:42]OS(C1C=CC(C)=CC=1)(=O)=O.CN(C=O)C.C(=O)([O-])[O-].[Cs+].[Cs+], predict the reaction product. The product is: [C:1]([O:5][C:6](=[O:28])[CH2:7][CH2:8][C:9]1[CH:14]=[CH:13][C:12]([O:15][CH2:42][CH2:41][C:31]2[N:32]=[C:33]([C:35]3[CH:40]=[CH:39][CH:38]=[CH:37][CH:36]=3)[O:34][C:30]=2[CH3:29])=[CH:11][C:10]=1[CH2:16][N:17]1[C:18](=[O:27])[C:19]2[C:24](=[CH:23][CH:22]=[CH:21][CH:20]=2)[C:25]1=[O:26])([CH3:4])([CH3:2])[CH3:3]. (8) Given the reactants [C:1](O[C@@H](C1C(C)=CC2N=C(N3CCN(C)C(C4C=C5C(=CC=4)N(C)N=C5)C3=O)SC=2C=1C1C=CC(Cl)=CC=1)C(O)=O)(C)([CH3:3])[CH3:2].[C:45]([O:49][C@@H:50]([C:56]1[C:80]([CH3:81])=[CH:79][C:59]2[N:60]=[C:61]([N:63]3[CH2:68][CH2:67][NH:66][CH:65]([C:69]4[CH:70]=[C:71]5[C:75](=[CH:76][CH:77]=4)[N:74]([CH3:78])[N:73]=[CH:72]5)[CH2:64]3)[S:62][C:58]=2[C:57]=1[C:82]1[CH:87]=[CH:86][C:85]([Cl:88])=[CH:84][CH:83]=1)[C:51]([O:53][CH2:54][CH3:55])=[O:52])([CH3:48])([CH3:47])[CH3:46].COC(OC)(C)C.C=O, predict the reaction product. The product is: [C:45]([O:49][C@@H:50]([C:56]1[C:80]([CH3:81])=[CH:79][C:59]2[N:60]=[C:61]([N:63]3[CH2:68][CH2:67][N:66]([CH:1]([CH3:3])[CH3:2])[CH:65]([C:69]4[CH:70]=[C:71]5[C:75](=[CH:76][CH:77]=4)[N:74]([CH3:78])[N:73]=[CH:72]5)[CH2:64]3)[S:62][C:58]=2[C:57]=1[C:82]1[CH:87]=[CH:86][C:85]([Cl:88])=[CH:84][CH:83]=1)[C:51]([O:53][CH2:54][CH3:55])=[O:52])([CH3:46])([CH3:47])[CH3:48]. (9) Given the reactants [NH2:1][C:2]1[N:7]=[CH:6][C:5]([C:8]2[CH:9]=[N:10][C:11]([NH:14][CH:15]3[CH2:17][CH2:16]3)=[N:12][CH:13]=2)=[CH:4][CH:3]=1.[F:18][C:19]([F:31])([F:30])[C:20]1[CH:21]=[C:22]([CH2:26][C:27](Cl)=[O:28])[CH:23]=[CH:24][CH:25]=1, predict the reaction product. The product is: [CH:15]1([NH:14][C:11]2[N:10]=[CH:9][C:8]([C:5]3[CH:4]=[CH:3][C:2]([NH:1][C:27](=[O:28])[CH2:26][C:22]4[CH:23]=[CH:24][CH:25]=[C:20]([C:19]([F:30])([F:18])[F:31])[CH:21]=4)=[N:7][CH:6]=3)=[CH:13][N:12]=2)[CH2:17][CH2:16]1.